From a dataset of Peptide-MHC class I binding affinity with 185,985 pairs from IEDB/IMGT. Regression. Given a peptide amino acid sequence and an MHC pseudo amino acid sequence, predict their binding affinity value. This is MHC class I binding data. (1) The peptide sequence is IVDKFGKNHI. The MHC is HLA-A02:03 with pseudo-sequence HLA-A02:03. The binding affinity (normalized) is 0.211. (2) The peptide sequence is ETYGRLLGEV. The MHC is Mamu-A02 with pseudo-sequence Mamu-A02. The binding affinity (normalized) is 0.338. (3) The MHC is HLA-A01:01 with pseudo-sequence HLA-A01:01. The peptide sequence is SPVTVKNVF. The binding affinity (normalized) is 0.626. (4) The peptide sequence is YMGLVKKAK. The MHC is HLA-B08:01 with pseudo-sequence HLA-B08:01. The binding affinity (normalized) is 0.0847. (5) The peptide sequence is TLVPQEHYV. The MHC is HLA-A30:01 with pseudo-sequence HLA-A30:01. The binding affinity (normalized) is 0.0676. (6) The MHC is H-2-Db with pseudo-sequence H-2-Db. The peptide sequence is RAHYNIVT. The binding affinity (normalized) is 0.223.